Dataset: Full USPTO retrosynthesis dataset with 1.9M reactions from patents (1976-2016). Task: Predict the reactants needed to synthesize the given product. (1) Given the product [C:1]1([S:7]([NH:10][C:11]([C:13]2[N:18]=[C:17]3[N:19]([CH2:23][C:24]4[CH:29]=[CH:28][C:27]([C:30]([O:32][CH2:34][CH3:35])=[O:31])=[CH:26][C:25]=4[Cl:33])[C:20]([CH3:22])=[N:21][C:16]3=[CH:15][CH:14]=2)=[O:12])(=[O:8])=[O:9])[CH:2]=[CH:3][CH:4]=[CH:5][CH:6]=1, predict the reactants needed to synthesize it. The reactants are: [C:1]1([S:7]([NH:10][C:11]([C:13]2[N:18]=[C:17]3[N:19]([CH2:23][C:24]4[CH:29]=[CH:28][C:27]([C:30]([OH:32])=[O:31])=[CH:26][C:25]=4[Cl:33])[C:20]([CH3:22])=[N:21][C:16]3=[CH:15][CH:14]=2)=[O:12])(=[O:9])=[O:8])[CH:6]=[CH:5][CH:4]=[CH:3][CH:2]=1.[CH2:34](O)[CH3:35].Cl.C(N=C=NCCCN(C)C)C.ON1C2C=CC=CC=2N=N1.Cl. (2) Given the product [NH2:10][CH2:11][CH2:12][NH:13][C:14]([CH:16]1[CH2:20][CH2:19][N:18]([C:21]2[C:22]([Br:28])=[CH:23][N:24]=[CH:25][C:26]=2[Br:27])[CH2:17]1)=[O:15], predict the reactants needed to synthesize it. The reactants are: C(OC(=O)[NH:10][CH2:11][CH2:12][NH:13][C:14]([CH:16]1[CH2:20][CH2:19][N:18]([C:21]2[C:26]([Br:27])=[CH:25][N:24]=[CH:23][C:22]=2[Br:28])[CH2:17]1)=[O:15])C1C=CC=CC=1.I[Si](C)(C)C. (3) Given the product [CH3:33][O:41][C:3]1[CH:2]=[CH:10][C:9]2[NH:8][C:7]3[C:22]([CH3:23])=[N:21][C:16]4[CH2:15][C:14]([CH3:18])([CH3:19])[CH2:13][C:12](=[O:20])[C:11]=4[C:6]=3[C:5]=2[CH:4]=1, predict the reactants needed to synthesize it. The reactants are: F[C:2]1[CH:10]=[C:9]2[C:5]([C:6]([CH:11]3[C:16](=O)[CH2:15][C:14]([CH3:19])([CH3:18])[CH2:13][C:12]3=[O:20])=[CH:7][NH:8]2)=[CH:4][CH:3]=1.[NH2:21][C:22]1C=CC(OC)=C[C:23]=1C(O)=O.[C:33](O)(=[O:41])C1C(=CC=CC=1)N. (4) Given the product [NH2:17][C:13]1[CH:12]=[C:11]([C:9]([N:6]2[CH2:7][CH2:8][N:3]([CH2:1][CH3:2])[CH2:4][CH2:5]2)=[O:10])[CH:16]=[CH:15][CH:14]=1, predict the reactants needed to synthesize it. The reactants are: [CH2:1]([N:3]1[CH2:8][CH2:7][N:6]([C:9]([C:11]2[CH:16]=[CH:15][CH:14]=[C:13]([N+:17]([O-])=O)[CH:12]=2)=[O:10])[CH2:5][CH2:4]1)[CH3:2]. (5) Given the product [CH3:20][O:19][C:16]1[CH:17]=[C:18]2[C:13](=[CH:14][C:15]=1[O:21][CH3:22])[N:12]=[CH:11][N:10]=[C:9]2[N:1]1[CH2:6][CH2:5][CH2:4][CH:3]([O:7][C:43](=[O:44])[NH:42][C:39]2[CH:40]=[CH:41][C:36]([CH:33]([CH3:34])[CH3:35])=[CH:37][CH:38]=2)[CH2:2]1, predict the reactants needed to synthesize it. The reactants are: [NH:1]1[CH2:6][CH2:5][CH2:4][CH:3]([OH:7])[CH2:2]1.Cl[C:9]1[C:18]2[C:13](=[CH:14][C:15]([O:21][CH3:22])=[C:16]([O:19][CH3:20])[CH:17]=2)[N:12]=[CH:11][N:10]=1.CN1CCOCC1.[N-]=C=O.[CH:33]([C:36]1[CH:41]=[CH:40][C:39]([N:42]=[C:43]=[O:44])=[CH:38][CH:37]=1)([CH3:35])[CH3:34]. (6) Given the product [CH2:1]([NH:8][C:9]([NH:21][C:18]1[CH:19]=[C:20]2[C:15](=[CH:16][CH:17]=1)[NH:14][N:13]=[C:12]2[I:11])=[O:10])[C:2]1[CH:7]=[CH:6][CH:5]=[CH:4][CH:3]=1, predict the reactants needed to synthesize it. The reactants are: [CH2:1]([N:8]=[C:9]=[O:10])[C:2]1[CH:7]=[CH:6][CH:5]=[CH:4][CH:3]=1.[I:11][C:12]1[C:20]2[C:15](=[CH:16][CH:17]=[C:18]([NH2:21])[CH:19]=2)[NH:14][N:13]=1.